From a dataset of NCI-60 drug combinations with 297,098 pairs across 59 cell lines. Regression. Given two drug SMILES strings and cell line genomic features, predict the synergy score measuring deviation from expected non-interaction effect. (1) Drug 1: CC1=C(C=C(C=C1)NC(=O)C2=CC=C(C=C2)CN3CCN(CC3)C)NC4=NC=CC(=N4)C5=CN=CC=C5. Drug 2: B(C(CC(C)C)NC(=O)C(CC1=CC=CC=C1)NC(=O)C2=NC=CN=C2)(O)O. Cell line: BT-549. Synergy scores: CSS=61.3, Synergy_ZIP=6.61, Synergy_Bliss=3.70, Synergy_Loewe=-51.6, Synergy_HSA=-6.10. (2) Drug 1: CCC1(CC2CC(C3=C(CCN(C2)C1)C4=CC=CC=C4N3)(C5=C(C=C6C(=C5)C78CCN9C7C(C=CC9)(C(C(C8N6C=O)(C(=O)OC)O)OC(=O)C)CC)OC)C(=O)OC)O.OS(=O)(=O)O. Drug 2: C1CNP(=O)(OC1)N(CCCl)CCCl. Cell line: OVCAR-4. Synergy scores: CSS=-0.137, Synergy_ZIP=-0.885, Synergy_Bliss=-1.63, Synergy_Loewe=-1.94, Synergy_HSA=-1.92. (3) Synergy scores: CSS=8.91, Synergy_ZIP=3.18, Synergy_Bliss=3.65, Synergy_Loewe=2.98, Synergy_HSA=1.99. Drug 1: CCC1(CC2CC(C3=C(CCN(C2)C1)C4=CC=CC=C4N3)(C5=C(C=C6C(=C5)C78CCN9C7C(C=CC9)(C(C(C8N6C)(C(=O)OC)O)OC(=O)C)CC)OC)C(=O)OC)O.OS(=O)(=O)O. Drug 2: CCCCCOC(=O)NC1=NC(=O)N(C=C1F)C2C(C(C(O2)C)O)O. Cell line: U251. (4) Drug 1: CN(C)C1=NC(=NC(=N1)N(C)C)N(C)C. Drug 2: CC(C1=C(C=CC(=C1Cl)F)Cl)OC2=C(N=CC(=C2)C3=CN(N=C3)C4CCNCC4)N. Cell line: HCT-15. Synergy scores: CSS=0.521, Synergy_ZIP=0.853, Synergy_Bliss=3.68, Synergy_Loewe=-2.80, Synergy_HSA=0.498. (5) Drug 1: CC1OCC2C(O1)C(C(C(O2)OC3C4COC(=O)C4C(C5=CC6=C(C=C35)OCO6)C7=CC(=C(C(=C7)OC)O)OC)O)O. Drug 2: CN(CC1=CN=C2C(=N1)C(=NC(=N2)N)N)C3=CC=C(C=C3)C(=O)NC(CCC(=O)O)C(=O)O. Cell line: KM12. Synergy scores: CSS=16.7, Synergy_ZIP=-6.41, Synergy_Bliss=-11.0, Synergy_Loewe=6.10, Synergy_HSA=0.107. (6) Drug 1: CC1=CC2C(CCC3(C2CCC3(C(=O)C)OC(=O)C)C)C4(C1=CC(=O)CC4)C. Drug 2: C1=NC2=C(N=C(N=C2N1C3C(C(C(O3)CO)O)O)F)N. Cell line: SK-MEL-5. Synergy scores: CSS=-3.69, Synergy_ZIP=2.94, Synergy_Bliss=-0.543, Synergy_Loewe=-10.7, Synergy_HSA=-10.2.